From a dataset of Catalyst prediction with 721,799 reactions and 888 catalyst types from USPTO. Predict which catalyst facilitates the given reaction. (1) The catalyst class is: 26. Product: [CH2:1]([O:3][C:4](=[O:9])[CH2:5][CH:6]([NH:8][CH2:10][C:11]1[CH:16]=[CH:15][CH:14]=[CH:13][CH:12]=1)[CH3:7])[CH3:2]. Reactant: [CH2:1]([O:3][C:4](=[O:9])[CH2:5][CH:6]([NH2:8])[CH3:7])[CH3:2].[CH:10](=O)[C:11]1[CH:16]=[CH:15][CH:14]=[CH:13][CH:12]=1.C(O)(=O)C.C(O[BH-](OC(=O)C)OC(=O)C)(=O)C.[Na+].C(=O)(O)[O-].[Na+]. (2) Reactant: [F:1][C:2]1[CH:10]=[C:9]([C:11]([F:14])([F:13])[F:12])[CH:8]=[CH:7][C:3]=1[C:4](Cl)=[O:5].[NH2:15][C:16]1[S:17][CH:18]=[C:19]([C:21]2[CH:26]=[CH:25][C:24]([Cl:27])=[CH:23][CH:22]=2)[N:20]=1.N1C=CC=CC=1. Product: [Cl:27][C:24]1[CH:23]=[CH:22][C:21]([C:19]2[N:20]=[C:16]([NH:15][C:4](=[O:5])[C:3]3[CH:7]=[CH:8][C:9]([C:11]([F:14])([F:13])[F:12])=[CH:10][C:2]=3[F:1])[S:17][CH:18]=2)=[CH:26][CH:25]=1. The catalyst class is: 12. (3) Reactant: C([O:3][C:4](=[O:16])[C:5]([OH:15])([CH3:14])[C:6]([NH:8][CH2:9][C:10]([F:13])([F:12])[F:11])=[O:7])C.[OH-].[Li+]. Product: [OH:15][C:5]([CH3:14])([C:6]([NH:8][CH2:9][C:10]([F:11])([F:12])[F:13])=[O:7])[C:4]([OH:16])=[O:3]. The catalyst class is: 30. (4) Reactant: [CH3:1][N:2]1[CH2:7][CH2:6][NH:5][CH2:4][CH2:3]1.[Br:8][C:9]1[CH:14]=[CH:13][C:12]([CH2:15]Br)=[CH:11][CH:10]=1.C([O-])([O-])=O.[K+].[K+].O. Product: [Br:8][C:9]1[CH:14]=[CH:13][C:12]([CH2:15][N:5]2[CH2:6][CH2:7][N:2]([CH3:1])[CH2:3][CH2:4]2)=[CH:11][CH:10]=1. The catalyst class is: 3. (5) The catalyst class is: 6. Product: [CH3:12][C:11]1[C:4]2[C:16]([C:15]([OH:18])=[O:13])=[CH:7][S:6][C:5]=2[CH:8]=[CH:9][CH:10]=1. Reactant: C(C1[C:4]2[C:11]([CH3:12])=[CH:10][CH:9]=[CH:8][C:5]=2[S:6][CH:7]=1)#N.[OH-:13].[Na+].[CH2:15]([OH:18])[CH2:16]O.Cl. (6) Reactant: [Br:1][C:2]1[C:3]([O:9][CH3:10])=[N:4][C:5](Cl)=[N:6][CH:7]=1.[CH3:11][NH:12][CH3:13]. Product: [Br:1][C:2]1[C:3]([O:9][CH3:10])=[N:4][C:5]([N:12]([CH3:13])[CH3:11])=[N:6][CH:7]=1. The catalyst class is: 1. (7) Reactant: [Br:1][C:2]1[C:3]([S:7](Cl)(=[O:9])=[O:8])=[CH:4][S:5][CH:6]=1.Cl.Cl.[F:13][C:14]([F:34])([F:33])[C:15]([C:21]1[CH:26]=[CH:25][C:24]([N:27]2[CH2:32][CH2:31][NH:30][CH2:29][CH2:28]2)=[CH:23][CH:22]=1)([OH:20])[C:16]([F:19])([F:18])[F:17].C(N(CC)CC)C.C(=O)(O)[O-].[Na+]. Product: [Br:1][C:2]1[C:3]([S:7]([N:30]2[CH2:31][CH2:32][N:27]([C:24]3[CH:23]=[CH:22][C:21]([C:15]([OH:20])([C:14]([F:13])([F:34])[F:33])[C:16]([F:19])([F:17])[F:18])=[CH:26][CH:25]=3)[CH2:28][CH2:29]2)(=[O:9])=[O:8])=[CH:4][S:5][CH:6]=1. The catalyst class is: 2.